Dataset: Full USPTO retrosynthesis dataset with 1.9M reactions from patents (1976-2016). Task: Predict the reactants needed to synthesize the given product. (1) Given the product [F:20][C:17]1[CH:18]=[CH:19][C:14]([N:13]2[C:29](=[O:30])[CH:11]([CH2:10][CH2:9][CH:8]([C:5]3[CH:6]=[CH:7][C:2]([F:1])=[CH:3][CH:4]=3)[OH:43])[CH:12]2[C:21]2[CH:28]=[CH:27][CH:24]=[CH:23][C:22]=2[C:48]#[N:52])=[CH:15][CH:16]=1, predict the reactants needed to synthesize it. The reactants are: [F:1][C:2]1[CH:7]=[CH:6][C:5]([CH:8]([OH:43])[CH2:9][CH2:10][CH:11]([C:29](N2C(C3C=CC=CC=3)COC2=O)=[O:30])[CH:12]([C:21]2[CH:28]=[CH:27][C:24](C#N)=[CH:23][CH:22]=2)[NH:13][C:14]2[CH:19]=[CH:18][C:17]([F:20])=[CH:16][CH:15]=2)=[CH:4][CH:3]=1.O.O.O.[F-].[CH2:48]([N+:52](CCCC)(CCCC)CCCC)CCC.C[Si](C([Si](C)(C)C)C(N)=O)(C)C.C(O)(=O)C. (2) Given the product [CH2:1]([C@@H:3]1[CH2:8][N:7]([CH2:9][C:10]2[CH:15]=[CH:14][CH:13]=[CH:12][CH:11]=2)[C@H:6]([CH3:16])[CH2:5][N:4]1[CH3:19])[CH3:2], predict the reactants needed to synthesize it. The reactants are: [CH2:1]([C@@H:3]1[CH2:8][N:7]([CH2:9][C:10]2[CH:15]=[CH:14][CH:13]=[CH:12][CH:11]=2)[C@H:6]([CH3:16])[CH2:5][NH:4]1)[CH3:2].C=O.[C:19](O[BH-](OC(=O)C)OC(=O)C)(=O)C.[Na+]. (3) Given the product [CH3:35][C:8]1[CH:9]=[C:10]([O:13][CH:14]([C:18]2[C:19]([CH3:34])=[N:20][C:21]([C:24]3[CH:25]=[CH:26][C:27]([C:30]([F:32])([F:31])[F:33])=[CH:28][CH:29]=3)=[CH:22][CH:23]=2)[CH2:15][CH2:16][CH3:17])[CH:11]=[CH:12][C:7]=1[O:6][CH2:5][C:4]([OH:36])=[O:3], predict the reactants needed to synthesize it. The reactants are: C([O:3][C:4](=[O:36])[CH2:5][O:6][C:7]1[CH:12]=[CH:11][C:10]([O:13][CH:14]([C:18]2[C:19]([CH3:34])=[N:20][C:21]([C:24]3[CH:29]=[CH:28][C:27]([C:30]([F:33])([F:32])[F:31])=[CH:26][CH:25]=3)=[CH:22][CH:23]=2)[CH2:15][CH2:16][CH3:17])=[CH:9][C:8]=1[CH3:35])C.C(OC(=O)COC1C=CC(O)=CC=1C)C.